Dataset: Forward reaction prediction with 1.9M reactions from USPTO patents (1976-2016). Task: Predict the product of the given reaction. (1) Given the reactants [Br:1][C:2]1[N:6]([CH2:7][C:8]([O:10]CC)=[O:9])[N:5]=[C:4]([C:13]([F:16])([F:15])[F:14])[CH:3]=1.[OH-].[Na+].Cl, predict the reaction product. The product is: [Br:1][C:2]1[N:6]([CH2:7][C:8]([OH:10])=[O:9])[N:5]=[C:4]([C:13]([F:16])([F:14])[F:15])[CH:3]=1. (2) The product is: [Cl:1][C:2]1[CH:3]=[C:4]([C@@H:8]2[C@@H:13]([C:14]3[CH:15]=[CH:16][C:17]([Cl:20])=[CH:18][CH:19]=3)[N:12]([C@@H:21]([CH2:24][CH3:25])[CH2:22][N:35]3[CH2:36][CH2:37][O:38][CH2:39][C:34]3([CH3:40])[CH3:33])[C:11](=[O:26])[C@:10]([CH2:28][C:29]([OH:31])=[O:30])([CH3:27])[CH2:9]2)[CH:5]=[CH:6][CH:7]=1. Given the reactants [Cl:1][C:2]1[CH:3]=[C:4]([C@@H:8]2[C@@H:13]([C:14]3[CH:19]=[CH:18][C:17]([Cl:20])=[CH:16][CH:15]=3)[N:12]([C@@H:21]([CH2:24][CH3:25])[CH:22]=O)[C:11](=[O:26])[C@:10]([CH2:28][C:29]([OH:31])=[O:30])([CH3:27])[CH2:9]2)[CH:5]=[CH:6][CH:7]=1.Cl.[CH3:33][C:34]1([CH3:40])[CH2:39][O:38][CH2:37][CH2:36][NH:35]1.C(O[BH-](OC(=O)C)OC(=O)C)(=O)C.[Na+], predict the reaction product.